Dataset: Catalyst prediction with 721,799 reactions and 888 catalyst types from USPTO. Task: Predict which catalyst facilitates the given reaction. (1) Reactant: [O:1]=[C:2]1[C:11]2[C:6](=[CH:7][CH:8]=[CH:9][CH:10]=2)[C:5]([C:12]2[CH:17]=[CH:16][CH:15]=[CH:14][CH:13]=2)=[C:4]([CH:18]([NH:20]C(=O)OC(C)(C)C)[CH3:19])[O:3]1.[ClH:28].O1CCOCC1. Product: [ClH:28].[NH2:20][CH:18]([C:4]1[O:3][C:2](=[O:1])[C:11]2[C:6]([C:5]=1[C:12]1[CH:17]=[CH:16][CH:15]=[CH:14][CH:13]=1)=[CH:7][CH:8]=[CH:9][CH:10]=2)[CH3:19]. The catalyst class is: 2. (2) Reactant: [CH3:1][C:2]1[N:7]=[CH:6][C:5]([O:8][C:9]2[C:18]3[C:17](=[O:19])[N:16]([CH2:20][C:21]4[CH:26]=[CH:25][C:24]([O:27][CH3:28])=[CH:23][CH:22]=4)C(=O)[N:14]([C:30]4[CH:35]=[CH:34][C:33]([I:36])=[CH:32][C:31]=4[F:37])[C:13]=3[N:12]([CH3:38])[C:11](=[O:39])[CH:10]=2)=[CH:4][CH:3]=1.[OH-].[Li+].C(OCC)(=O)C. Product: [CH3:1][C:2]1[N:7]=[CH:6][C:5]([O:8][C:9]2[C:18]([C:17]([NH:16][CH2:20][C:21]3[CH:22]=[CH:23][C:24]([O:27][CH3:28])=[CH:25][CH:26]=3)=[O:19])=[C:13]([NH:14][C:30]3[CH:35]=[CH:34][C:33]([I:36])=[CH:32][C:31]=3[F:37])[N:12]([CH3:38])[C:11](=[O:39])[CH:10]=2)=[CH:4][CH:3]=1. The catalyst class is: 30. (3) Reactant: [NH2:1][C:2]1[CH:7]=[C:6]([N+:8]([O-:10])=[O:9])[CH:5]=[CH:4][C:3]=1[CH2:11][OH:12].[K].CCSC(N(CC(C)C)[CH2:20][CH:21](C)[CH3:22])=O.C(Br)C=C. Product: [CH2:22]([O:12][CH2:11][C:3]1[CH:4]=[CH:5][C:6]([N+:8]([O-:10])=[O:9])=[CH:7][C:2]=1[NH2:1])[CH:21]=[CH2:20]. The catalyst class is: 56. (4) Reactant: [O:1]1[CH2:6][CH2:5][N:4]([S:7](F)([F:9])[F:8])[CH2:3][CH2:2]1.[B:11]([F:14])([F:13])[F:12].CCOCC. Product: [B-:11]([F:8])([F:14])([F:13])[F:12].[CH2:3]1[N+:4](=[S:7]([F:9])[F:8])[CH2:5][CH2:6][O:1][CH2:2]1. The catalyst class is: 27.